This data is from Forward reaction prediction with 1.9M reactions from USPTO patents (1976-2016). The task is: Predict the product of the given reaction. (1) Given the reactants Br[C:2]1[CH:34]=[CH:33][C:5]([CH2:6][N:7]2[C:11]3[CH:12]=[C:13]([O:16][CH2:17][C:18]4[CH:22]=[CH:21][N:20]([CH3:23])[N:19]=4)[CH:14]=[CH:15][C:10]=3[N:9]=[C:8]2[CH2:24][C:25]([CH2:31][CH3:32])([CH2:29][CH3:30])[C:26]([OH:28])=[O:27])=[C:4](F)[CH:3]=1.[F:36][C:37]([F:48])([F:47])[C:38]1[CH:43]=[CH:42][C:41](B(O)O)=[CH:40][CH:39]=1.FC(F)(F)C1C=CC(B(O)O)=CC=1, predict the reaction product. The product is: [CH2:29]([C:25]([CH2:24][C:8]1[N:7]([CH2:6][C:5]2[CH:4]=[CH:3][C:2]([C:41]3[CH:42]=[CH:43][C:38]([C:37]([F:48])([F:47])[F:36])=[CH:39][CH:40]=3)=[CH:34][CH:33]=2)[C:11]2[CH:12]=[C:13]([O:16][CH2:17][C:18]3[CH:22]=[CH:21][N:20]([CH3:23])[N:19]=3)[CH:14]=[CH:15][C:10]=2[N:9]=1)([CH2:31][CH3:32])[C:26]([OH:28])=[O:27])[CH3:30]. (2) Given the reactants [CH3:1][C:2]1[O:3][C:4]([CH3:36])=[CH:5][C:6]=1[C:7]([NH:9][C:10]1[CH:15]=[CH:14][C:13]([C:16]2[CH:24]=[C:23]3[C:19]([C:20]([C:25]([NH:27][CH2:28][CH2:29][N:30]4[CH2:35][CH2:34][O:33][CH2:32][CH2:31]4)=[O:26])=[N:21][NH:22]3)=[CH:18][CH:17]=2)=[CH:12][CH:11]=1)=[O:8].[ClH:37], predict the reaction product. The product is: [ClH:37].[CH3:1][C:2]1[O:3][C:4]([CH3:36])=[CH:5][C:6]=1[C:7]([NH:9][C:10]1[CH:11]=[CH:12][C:13]([C:16]2[CH:24]=[C:23]3[C:19]([C:20]([C:25]([NH:27][CH2:28][CH2:29][N:30]4[CH2:35][CH2:34][O:33][CH2:32][CH2:31]4)=[O:26])=[N:21][NH:22]3)=[CH:18][CH:17]=2)=[CH:14][CH:15]=1)=[O:8]. (3) Given the reactants [C:1]([O:5][C:6]([N:8]1[CH2:13][CH2:12][CH:11]([C:14](=O)[N:15]([C@@H:30]2[CH2:35][CH2:34][CH2:33][N:32]([C:36]([O:38][CH2:39][C:40]3[CH:45]=[CH:44][CH:43]=[CH:42][CH:41]=3)=[O:37])[CH2:31]2)[CH2:16][C:17]([C:19]2[CH:24]=[CH:23][C:22]([F:25])=[C:21]([C:26]([F:29])([F:28])[F:27])[CH:20]=2)=O)[CH2:10][CH2:9]1)=[O:7])([CH3:4])([CH3:3])[CH3:2].C[N:48](C=O)C, predict the reaction product. The product is: [C:1]([O:5][C:6]([N:8]1[CH2:13][CH2:12][CH:11]([C:14]2[N:15]([C@@H:30]3[CH2:35][CH2:34][CH2:33][N:32]([C:36]([O:38][CH2:39][C:40]4[CH:45]=[CH:44][CH:43]=[CH:42][CH:41]=4)=[O:37])[CH2:31]3)[CH:16]=[C:17]([C:19]3[CH:24]=[CH:23][C:22]([F:25])=[C:21]([C:26]([F:27])([F:29])[F:28])[CH:20]=3)[N:48]=2)[CH2:10][CH2:9]1)=[O:7])([CH3:2])([CH3:3])[CH3:4]. (4) The product is: [CH2:1]([N:8]1[C:12]([C:19]2[CH:18]=[CH:17][C:16]([F:15])=[CH:21][C:20]=2[F:22])=[CH:11][N:10]=[C:9]1[CH3:14])[C:2]1[CH:7]=[CH:6][CH:5]=[CH:4][CH:3]=1. Given the reactants [CH2:1]([N:8]1[C:12](Br)=[CH:11][N:10]=[C:9]1[CH3:14])[C:2]1[CH:7]=[CH:6][CH:5]=[CH:4][CH:3]=1.[F:15][C:16]1[CH:21]=[C:20]([F:22])[CH:19]=[CH:18][C:17]=1B(O)O.C([O-])([O-])=O.[Na+].[Na+].CO, predict the reaction product.